Dataset: Catalyst prediction with 721,799 reactions and 888 catalyst types from USPTO. Task: Predict which catalyst facilitates the given reaction. (1) Reactant: [CH3:1][N:2]([CH3:25])[C:3]([N:5]1[CH2:9][CH:8]2[CH2:10][C:11]([NH:14][CH2:15][C:16]([N:18]3[CH2:22][CH2:21][CH2:20][C@H:19]3[C:23]#[N:24])=[O:17])([CH3:13])[CH2:12][CH:7]2[CH2:6]1)=[O:4].O.[C:27]1([CH3:37])[CH:32]=[CH:31][C:30]([S:33]([OH:36])(=[O:35])=[O:34])=[CH:29][CH:28]=1. The catalyst class is: 4. Product: [C:27]1([CH3:37])[CH:28]=[CH:29][C:30]([S:33]([OH:36])(=[O:34])=[O:35])=[CH:31][CH:32]=1.[CH3:25][N:2]([CH3:1])[C:3]([N:5]1[CH2:6][CH:7]2[CH2:12][C:11]([NH:14][CH2:15][C:16]([N:18]3[CH2:22][CH2:21][CH2:20][C@H:19]3[C:23]#[N:24])=[O:17])([CH3:13])[CH2:10][CH:8]2[CH2:9]1)=[O:4]. (2) Reactant: [C:1]([OH:7])(=[O:6])[CH2:2][CH2:3][C:4]#[CH:5].C([O-])([O-])=O.[Cs+].[Cs+].[CH2:14](Br)[C:15]1[CH:20]=[CH:19][CH:18]=[CH:17][CH:16]=1. Product: [C:1]([O:7][CH2:14][C:15]1[CH:20]=[CH:19][CH:18]=[CH:17][CH:16]=1)(=[O:6])[CH2:2][CH2:3][C:4]#[CH:5]. The catalyst class is: 3. (3) Reactant: FC(F)(F)C(O)=O.[CH2:8]([NH2:13])[CH2:9][CH2:10][CH2:11][CH3:12].CC1C=C(C)C=C(C)C=1S(O[C:27]1[C:32]([CH2:33][C:34]2[CH:39]=[CH:38][C:37]([O:40][CH2:41][CH2:42][CH2:43][O:44][Si:45]([C:48]([CH3:51])([CH3:50])[CH3:49])([CH3:47])[CH3:46])=[CH:36][C:35]=2[O:52][CH3:53])=[C:31]([CH3:54])[N:30]=[C:29]([NH2:55])[N:28]=1)(=O)=O. Product: [Si:45]([O:44][CH2:43][CH2:42][CH2:41][O:40][C:37]1[CH:38]=[CH:39][C:34]([CH2:33][C:32]2[C:27]([NH:13][CH2:8][CH2:9][CH2:10][CH2:11][CH3:12])=[N:28][C:29]([NH2:55])=[N:30][C:31]=2[CH3:54])=[C:35]([O:52][CH3:53])[CH:36]=1)([C:48]([CH3:51])([CH3:49])[CH3:50])([CH3:47])[CH3:46]. The catalyst class is: 397.